From a dataset of Forward reaction prediction with 1.9M reactions from USPTO patents (1976-2016). Predict the product of the given reaction. (1) The product is: [OH:1][CH:2]([C:22]1[S:23][CH:24]=[CH:25][CH:26]=1)[CH2:3][CH2:4][C:5]([NH:7][C:8]1[CH:9]=[CH:10][CH:11]=[C:12]2[C:16]=1[NH:15][C:14]([C:17]1[S:18][CH:19]=[CH:20][N:21]=1)=[CH:13]2)=[O:6]. Given the reactants [O:1]=[C:2]([C:22]1[S:23][CH:24]=[CH:25][CH:26]=1)[CH2:3][CH2:4][C:5]([NH:7][C:8]1[CH:9]=[CH:10][CH:11]=[C:12]2[C:16]=1[NH:15][C:14]([C:17]1[S:18][CH:19]=[CH:20][N:21]=1)=[CH:13]2)=[O:6].O1CCCC1.[BH4-].[Na+].C(O)(=O)CC(CC(O)=O)(C(O)=O)O, predict the reaction product. (2) Given the reactants [CH2:1]([C@@H:8]1[C@@H:16]([CH2:17][C:18]2[CH:23]=[CH:22][CH:21]=[CH:20][CH:19]=2)[C@H:15]([CH3:24])[O:14][C:13](=[O:25])[C@@H:12]([NH:26][C:27](=[O:37])[C:28]2[C:33]([OH:34])=[C:32]([O:35][CH3:36])[CH:31]=[CH:30][N:29]=2)[CH2:11][CH2:10][O:9]1)[C:2]1[CH:7]=[CH:6][CH:5]=[CH:4][CH:3]=1.C(=O)([O-])[O-].[Na+].[Na+].[I-].[Na+].[C:46]([O:51][CH2:52]Cl)(=[O:50])[CH:47]([CH3:49])[CH3:48], predict the reaction product. The product is: [C:46]([O:51][CH2:52][O:34][C:33]1[C:28]([C:27](=[O:37])[NH:26][C@H:12]2[CH2:11][CH2:10][O:9][C@H:8]([CH2:1][C:2]3[CH:3]=[CH:4][CH:5]=[CH:6][CH:7]=3)[C@@H:16]([CH2:17][C:18]3[CH:19]=[CH:20][CH:21]=[CH:22][CH:23]=3)[C@H:15]([CH3:24])[O:14][C:13]2=[O:25])=[N:29][CH:30]=[CH:31][C:32]=1[O:35][CH3:36])(=[O:50])[CH:47]([CH3:49])[CH3:48]. (3) Given the reactants [OH:1][CH2:2][C:3]([CH3:33])([CH3:32])[CH2:4][NH:5][C:6]([C:8]1[C:16]2[C:11](=[N:12][CH:13]=[C:14]([N:17]3[CH2:21][CH2:20][C:19]([CH3:23])([CH3:22])[CH2:18]3)[N:15]=2)[N:10](COCC[Si](C)(C)C)[CH:9]=1)=[O:7].Cl.C(=O)(O)[O-].[Na+].C([O-])(=O)C.[Na+], predict the reaction product. The product is: [OH:1][CH2:2][C:3]([CH3:33])([CH3:32])[CH2:4][NH:5][C:6]([C:8]1[C:16]2[C:11](=[N:12][CH:13]=[C:14]([N:17]3[CH2:21][CH2:20][C:19]([CH3:23])([CH3:22])[CH2:18]3)[N:15]=2)[NH:10][CH:9]=1)=[O:7]. (4) Given the reactants ClCCl.[CH2:4](N(CC)CC)C.[F:11][CH:12]([F:46])[O:13][C:14]1[CH:43]=[CH:42][C:17]([CH2:18][C:19]2[NH:20][C:21](=[O:41])[C:22]3[N:23]=[CH:24][N:25]([CH:28]([CH:38]([OH:40])[CH3:39])[CH2:29][CH2:30][CH2:31][C:32]4[CH:37]=[CH:36][CH:35]=[CH:34][CH:33]=4)[C:26]=3[N:27]=2)=[CH:16][C:15]=1[O:44][CH3:45].CS(C)=O, predict the reaction product. The product is: [C:38]([CH:28]([N:25]1[C:24]([CH3:4])=[N:23][C:22]2[C:21](=[O:41])[NH:20][C:19]([CH2:18][C:17]3[CH:42]=[CH:43][C:14]([O:13][CH:12]([F:11])[F:46])=[C:15]([O:44][CH3:45])[CH:16]=3)=[N:27][C:26]1=2)[CH2:29][CH2:30][CH2:31][C:32]1[CH:37]=[CH:36][CH:35]=[CH:34][CH:33]=1)(=[O:40])[CH3:39].